The task is: Predict the product of the given reaction.. This data is from Forward reaction prediction with 1.9M reactions from USPTO patents (1976-2016). (1) The product is: [C:12]([NH:1][C:2]1[CH:3]=[CH:4][C:5]([C:6]([O:8][CH3:9])=[O:7])=[CH:10][CH:11]=1)(=[O:18])[CH2:13][CH2:14][CH2:15][CH2:16][CH3:17]. Given the reactants [NH2:1][C:2]1[CH:11]=[CH:10][C:5]([C:6]([O:8][CH3:9])=[O:7])=[CH:4][CH:3]=1.[C:12](Cl)(=[O:18])[CH2:13][CH2:14][CH2:15][CH2:16][CH3:17], predict the reaction product. (2) Given the reactants [O:1]1[CH2:6][CH2:5][CH:4](OS(C2C=CC(C)=CC=2)(=O)=O)[CH2:3][CH2:2]1.[C:18]([O-:21])(=[S:20])[CH3:19].[K+], predict the reaction product. The product is: [O:1]1[CH2:2][CH2:3][CH:4]([S:20][C:18](=[O:21])[CH3:19])[CH2:5][CH2:6]1. (3) Given the reactants [N:1]1[CH:6]=[CH:5][CH:4]=[CH:3][C:2]=1[NH:7][C:8](=[O:14])[O:9][C:10]([CH3:13])([CH3:12])[CH3:11].C([Li])CCC.[B:20](OC(C)C)([O:25]C(C)C)[O:21]C(C)C.[Cl-].[NH4+], predict the reaction product. The product is: [C:10]([O:9][C:8]([NH:7][C:2]1[C:3]([B:20]([OH:25])[OH:21])=[CH:4][CH:5]=[CH:6][N:1]=1)=[O:14])([CH3:11])([CH3:13])[CH3:12]. (4) Given the reactants [Br:1][C:2]1[CH:7]=[CH:6][C:5]([OH:8])=[C:4]([CH2:9][CH3:10])[CH:3]=1.C(=O)([O-])[O-].[K+].[K+].Cl[CH2:18][C:19](=[O:21])[CH3:20].[I-].[Na+], predict the reaction product. The product is: [Br:1][C:2]1[CH:7]=[CH:6][C:5]([O:8][CH2:18][C:19](=[O:21])[CH3:20])=[C:4]([CH2:9][CH3:10])[CH:3]=1. (5) Given the reactants [CH3:1][O:2][C:3]([C:5]1[CH:14]=[C:13]([OH:15])[C:12]2[C:7](=[CH:8][C:9]([Cl:17])=[CH:10][C:11]=2[Cl:16])[CH:6]=1)=[O:4].C(=O)([O-])[O-].[K+].[K+].Br[CH2:25][C:26]([O:28][CH2:29][CH3:30])=[O:27], predict the reaction product. The product is: [CH3:1][O:2][C:3]([C:5]1[CH:14]=[C:13]([O:15][CH2:25][C:26]([O:28][CH2:29][CH3:30])=[O:27])[C:12]2[C:7](=[CH:8][C:9]([Cl:17])=[CH:10][C:11]=2[Cl:16])[CH:6]=1)=[O:4].